Dataset: Full USPTO retrosynthesis dataset with 1.9M reactions from patents (1976-2016). Task: Predict the reactants needed to synthesize the given product. (1) Given the product [F:1][C:2]1[CH:22]=[CH:21][C:5]([CH2:6][N:7]2[C:16](=[O:17])[C:15]3[C:10](=[CH:11][CH:12]=[C:13]([C:38]#[C:37][CH2:36][C:30]4[CH:35]=[CH:34][CH:33]=[CH:32][CH:31]=4)[CH:14]=3)[N:9]([CH3:19])[C:8]2=[O:20])=[CH:4][CH:3]=1, predict the reactants needed to synthesize it. The reactants are: [F:1][C:2]1[CH:22]=[CH:21][C:5]([CH2:6][N:7]2[C:16](=[O:17])[C:15]3[C:10](=[CH:11][CH:12]=[C:13](I)[CH:14]=3)[N:9]([CH3:19])[C:8]2=[O:20])=[CH:4][CH:3]=1.C(NC(C)C)(C)C.[C:30]1([CH2:36][C:37]#[CH:38])[CH:35]=[CH:34][CH:33]=[CH:32][CH:31]=1.O. (2) Given the product [F:35][C:2]([F:1])([F:34])[CH2:3][S:4]([NH:7][C:8]1[CH:13]=[CH:12][C:11]([O:14][C:15]2[C:24]3[C:19](=[CH:20][C:21]([OH:25])=[CH:22][CH:23]=3)[CH:18]=[C:17]([CH3:27])[C:16]=2[C:28]2[CH:29]=[CH:30][CH:31]=[CH:32][CH:33]=2)=[CH:10][CH:9]=1)(=[O:5])=[O:6], predict the reactants needed to synthesize it. The reactants are: [F:1][C:2]([F:35])([F:34])[CH2:3][S:4]([NH:7][C:8]1[CH:13]=[CH:12][C:11]([O:14][C:15]2[C:24]3[C:19](=[CH:20][C:21]([O:25]C)=[CH:22][CH:23]=3)[CH:18]=[C:17]([CH3:27])[C:16]=2[C:28]2[CH:33]=[CH:32][CH:31]=[CH:30][CH:29]=2)=[CH:10][CH:9]=1)(=[O:6])=[O:5].B(Br)(Br)Br.CCOC(C)=O. (3) The reactants are: [Br:1][C:2]1[CH:3]=[C:4]([Cl:16])[C:5]([CH:8]([C:14]#[N:15])C(OCC)=O)=[N:6][CH:7]=1.[Na+].[Cl-]. Given the product [Br:1][C:2]1[CH:3]=[C:4]([Cl:16])[C:5]([CH2:8][C:14]#[N:15])=[N:6][CH:7]=1, predict the reactants needed to synthesize it. (4) Given the product [OH:59][CH:42]([C:39]1[CH:40]=[CH:41][C:36]([OH:35])=[C:37]([NH:60][S:61]([CH3:64])(=[O:63])=[O:62])[CH:38]=1)[CH2:43][NH:44][CH:2]1[CH2:7][CH2:6][N:5]([C:8]2[CH:9]=[CH:10][C:11]([NH:14][S:15]([C:18]3[CH:23]=[CH:22][C:21]([NH:24][C:25](=[O:27])[CH3:26])=[CH:20][CH:19]=3)(=[O:16])=[O:17])=[CH:12][CH:13]=2)[CH2:4][CH2:3]1, predict the reactants needed to synthesize it. The reactants are: O=[C:2]1[CH2:7][CH2:6][N:5]([C:8]2[CH:13]=[CH:12][C:11]([NH:14][S:15]([C:18]3[CH:23]=[CH:22][C:21]([NH:24][C:25](=[O:27])[CH3:26])=[CH:20][CH:19]=3)(=[O:17])=[O:16])=[CH:10][CH:9]=2)[CH2:4][CH2:3]1.C([O:35][C:36]1[CH:41]=[CH:40][C:39]([CH:42]([OH:59])[CH2:43][N:44](CC2C=CC=CC=2)CC2C=CC=CC=2)=[CH:38][C:37]=1[NH:60][S:61]([CH3:64])(=[O:63])=[O:62])C1C=CC=CC=1.